This data is from Catalyst prediction with 721,799 reactions and 888 catalyst types from USPTO. The task is: Predict which catalyst facilitates the given reaction. (1) Reactant: [C:1](Cl)(=[O:7])[CH2:2][CH2:3][CH2:4][CH2:5][CH3:6].[F:9][C:10]1[CH:15]=[CH:14][C:13]([C:16]2([C:43]3[CH:48]=[CH:47][CH:46]=[CH:45][CH:44]=3)[O:21][C:20]3[CH:22]=[C:23]([C:30]4[CH:35]=[CH:34][C:33]([C:36]5[CH:41]=[CH:40][C:39]([OH:42])=[CH:38][CH:37]=5)=[CH:32][CH:31]=4)[C:24]4[C:29]([C:19]=3[CH:18]=[CH:17]2)=[CH:28][CH:27]=[CH:26][CH:25]=4)=[CH:12][CH:11]=1.N1C=CC=CC=1.Cl. Product: [F:9][C:10]1[CH:15]=[CH:14][C:13]([C:16]2([C:43]3[CH:48]=[CH:47][CH:46]=[CH:45][CH:44]=3)[O:21][C:20]3[CH:22]=[C:23]([C:30]4[CH:35]=[CH:34][C:33]([C:36]5[CH:41]=[CH:40][C:39]([O:42][C:1](=[O:7])[CH2:2][CH2:3][CH2:4][CH2:5][CH3:6])=[CH:38][CH:37]=5)=[CH:32][CH:31]=4)[C:24]4[C:29]([C:19]=3[CH:18]=[CH:17]2)=[CH:28][CH:27]=[CH:26][CH:25]=4)=[CH:12][CH:11]=1. The catalyst class is: 2. (2) Reactant: [Cl:1][C:2]1[CH:7]=[CH:6][CH:5]=[CH:4][C:3]=1[CH:8]=[C:9]([C:11]1[CH:16]=[CH:15][C:14]([F:17])=[CH:13][C:12]=1[F:18])[CH3:10].[Br:19]N1C(=O)CCC1=O.C(OOC(=O)C1C=CC=CC=1)(=O)C1C=CC=CC=1. Product: [Br:19][CH2:10][C:9]([C:11]1[CH:16]=[CH:15][C:14]([F:17])=[CH:13][C:12]=1[F:18])=[CH:8][C:3]1[CH:4]=[CH:5][CH:6]=[CH:7][C:2]=1[Cl:1]. The catalyst class is: 25. (3) Reactant: C([O:3][C:4](=[O:30])[CH2:5][N:6]1[C:14]2[CH2:13][CH2:12][CH2:11][C@@H:10]([NH:15][S:16]([C:19]3[CH:24]=[C:23]([C:25]([F:28])([F:27])[F:26])[CH:22]=[C:21]([Br:29])[CH:20]=3)(=[O:18])=[O:17])[C:9]=2[CH:8]=[N:7]1)C.[OH-].[Na+]. Product: [Br:29][C:21]1[CH:20]=[C:19]([S:16]([NH:15][C@@H:10]2[CH2:11][CH2:12][CH2:13][C:14]3[N:6]([CH2:5][C:4]([OH:30])=[O:3])[N:7]=[CH:8][C:9]2=3)(=[O:18])=[O:17])[CH:24]=[C:23]([C:25]([F:28])([F:26])[F:27])[CH:22]=1. The catalyst class is: 7. (4) Reactant: [C:1]1([C:18]2[CH:23]=[CH:22][CH:21]=[CH:20][CH:19]=2)[CH:6]=[CH:5][C:4]([C:7]([N:9]2[CH2:14][CH2:13][CH:12]([C:15](O)=O)[CH2:11][CH2:10]2)=[O:8])=[CH:3][CH:2]=1.[NH2:24][C:25]1[CH:26]=[N:27][CH:28]=[CH:29][C:30]=1[NH2:31].P(OC1C=CC=CC=1)(OC1C=CC=CC=1)(OC1C=CC=CC=1)=O. Product: [C:1]1([C:18]2[CH:23]=[CH:22][CH:21]=[CH:20][CH:19]=2)[CH:6]=[CH:5][C:4]([C:7]([N:9]2[CH2:14][CH2:13][CH:12]([C:15]3[NH:31][C:30]4[CH:29]=[CH:28][N:27]=[CH:26][C:25]=4[N:24]=3)[CH2:11][CH2:10]2)=[O:8])=[CH:3][CH:2]=1. The catalyst class is: 17. (5) Reactant: CN1CCOCC1.[CH2:8]([NH2:11])[CH:9]=[CH2:10].[I:12][C:13]1[CH:21]=[CH:20][CH:19]=[CH:18][C:14]=1[C:15](Cl)=[O:16]. Product: [CH2:8]([NH:11][C:15](=[O:16])[C:14]1[CH:18]=[CH:19][CH:20]=[CH:21][C:13]=1[I:12])[CH:9]=[CH2:10]. The catalyst class is: 10. (6) Reactant: [NH2:1][C:2]1[N:3]=[CH:4][C:5]2[CH2:11][N:10]([C:12]3[CH:13]=[C:14]([CH:18]=[CH:19][CH:20]=3)[C:15](O)=[O:16])[CH2:9][CH2:8][C:6]=2[N:7]=1.C(N1C=CN=C1)(N1C=CN=C1)=O.[F:33][C:34]1[CH:40]=[CH:39][C:37]([NH2:38])=[CH:36][C:35]=1[C:41]([F:44])([F:43])[F:42].O. Product: [NH2:1][C:2]1[N:3]=[CH:4][C:5]2[CH2:11][N:10]([C:12]3[CH:13]=[C:14]([CH:18]=[CH:19][CH:20]=3)[C:15]([NH:38][C:37]3[CH:39]=[CH:40][C:34]([F:33])=[C:35]([C:41]([F:44])([F:42])[F:43])[CH:36]=3)=[O:16])[CH2:9][CH2:8][C:6]=2[N:7]=1. The catalyst class is: 550. (7) Reactant: [CH2:1]([O:3][CH2:4][O:5][C:6]1[C:13]([CH:14]([CH3:16])[CH3:15])=[CH:12][CH:11]=[CH:10][C:7]=1[CH2:8]O)[CH3:2].C1C=CC(P(C2C=CC=CC=2)C2C=CC=CC=2)=CC=1.C1C(=O)N([Br:43])C(=O)C1. Product: [CH2:1]([O:3][CH2:4][O:5][C:6]1[C:13]([CH:14]([CH3:16])[CH3:15])=[CH:12][CH:11]=[CH:10][C:7]=1[CH2:8][Br:43])[CH3:2]. The catalyst class is: 4.